Dataset: Peptide-MHC class I binding affinity with 185,985 pairs from IEDB/IMGT. Task: Regression. Given a peptide amino acid sequence and an MHC pseudo amino acid sequence, predict their binding affinity value. This is MHC class I binding data. (1) The binding affinity (normalized) is 0.0641. The MHC is H-2-Db with pseudo-sequence H-2-Db. The peptide sequence is EKGINPNYL. (2) The peptide sequence is LFDFVNEKY. The MHC is HLA-A03:01 with pseudo-sequence HLA-A03:01. The binding affinity (normalized) is 0. (3) The peptide sequence is QTDNDIWFW. The MHC is HLA-A02:11 with pseudo-sequence HLA-A02:11. The binding affinity (normalized) is 0.0847. (4) The peptide sequence is FSENTWRDEY. The MHC is HLA-A31:01 with pseudo-sequence HLA-A31:01. The binding affinity (normalized) is 0.0457. (5) The peptide sequence is EAIVNAQPK. The MHC is HLA-A24:02 with pseudo-sequence HLA-A24:02. The binding affinity (normalized) is 0.0524. (6) The peptide sequence is WTLETLPRV. The MHC is HLA-A30:01 with pseudo-sequence HLA-A30:01. The binding affinity (normalized) is 0.0847.